Task: Predict the product of the given reaction.. Dataset: Forward reaction prediction with 1.9M reactions from USPTO patents (1976-2016) (1) The product is: [Br:30][CH2:3][C:4]([C:6]1[C:7](=[O:29])[O:8][C:9]2[C:14]([CH:15]=1)=[CH:13][CH:12]=[C:11]([O:16][C@H:17]1[CH2:21][CH2:20][N:19]([C:22]([O:24][C:25]([CH3:28])([CH3:27])[CH3:26])=[O:23])[CH2:18]1)[CH:10]=2)=[O:5]. Given the reactants C([O:3][C:4]([C:6]1[C:7](=[O:29])[O:8][C:9]2[C:14]([CH:15]=1)=[CH:13][CH:12]=[C:11]([O:16][C@H:17]1[CH2:21][CH2:20][N:19]([C:22]([O:24][C:25]([CH3:28])([CH3:27])[CH3:26])=[O:23])[CH2:18]1)[CH:10]=2)=[CH2:5])C.[Br:30]N1C(=O)CCC1=O, predict the reaction product. (2) Given the reactants [F:1][C:2]([F:27])([F:26])[C:3]1[CH:4]=[C:5]([NH:9][C:10](=[O:25])[CH2:11][C:12]([NH:14][C:15]2[CH:20]=[CH:19][CH:18]=[C:17]([C:21]([F:24])([F:23])[F:22])[CH:16]=2)=[O:13])[CH:6]=[CH:7][CH:8]=1.[Br:28][C:29]1[CH:30]=[C:31]([CH:34]=[CH:35][C:36]=1[O:37][CH3:38])[CH:32]=O, predict the reaction product. The product is: [F:1][C:2]([F:26])([F:27])[C:3]1[CH:4]=[C:5]([NH:9][C:10](=[O:25])[C:11](=[CH:32][C:31]2[CH:34]=[CH:35][C:36]([O:37][CH3:38])=[C:29]([Br:28])[CH:30]=2)[C:12]([NH:14][C:15]2[CH:20]=[CH:19][CH:18]=[C:17]([C:21]([F:24])([F:23])[F:22])[CH:16]=2)=[O:13])[CH:6]=[CH:7][CH:8]=1. (3) Given the reactants [C:1]([C:5]1[CH:6]=[C:7]([NH:20][C:21]([NH:23][C@@H:24]2[C:33]3[C:28](=[CH:29][CH:30]=[CH:31][CH:32]=3)[C@H:27]([O:34][C:35]3[CH:36]=[CH:37][C:38]4[N:39]([C:41]([CH:44]([CH3:46])[CH3:45])=[N:42][N:43]=4)[CH:40]=3)[CH2:26][CH2:25]2)=[O:22])[N:8]([CH2:10][CH2:11][O:12][Si](C(C)(C)C)(C)C)[N:9]=1)([CH3:4])([CH3:3])[CH3:2].CCCC[N+](CCCC)(CCCC)CCCC.[F-], predict the reaction product. The product is: [C:1]([C:5]1[CH:6]=[C:7]([NH:20][C:21]([NH:23][C@@H:24]2[C:33]3[C:28](=[CH:29][CH:30]=[CH:31][CH:32]=3)[C@H:27]([O:34][C:35]3[CH:36]=[CH:37][C:38]4[N:39]([C:41]([CH:44]([CH3:46])[CH3:45])=[N:42][N:43]=4)[CH:40]=3)[CH2:26][CH2:25]2)=[O:22])[N:8]([CH2:10][CH2:11][OH:12])[N:9]=1)([CH3:4])([CH3:3])[CH3:2]. (4) Given the reactants [OH:1][C:2]1([C:15]2[S:16][CH:17]=[CH:18][N:19]=2)[CH2:7][CH2:6][CH:5]([C:8]([O:10][CH2:11][CH2:12][CH2:13][CH3:14])=[O:9])[CH2:4][CH2:3]1.CN(C=O)C.C1C(=O)N([Br:32])C(=O)C1, predict the reaction product. The product is: [Br:32][C:17]1[S:16][C:15]([C:2]2([OH:1])[CH2:7][CH2:6][CH:5]([C:8]([O:10][CH2:11][CH2:12][CH2:13][CH3:14])=[O:9])[CH2:4][CH2:3]2)=[N:19][CH:18]=1. (5) Given the reactants [CH3:1][O:2][C:3]1[CH:8]=[CH:7][CH:6]=[CH:5][C:4]=1[C:9]1[N:17]2[C:12]([CH:13]=[N:14][C:15](OS(C(F)(F)F)(=O)=O)=[N:16]2)=[CH:11][CH:10]=1.[NH2:26][C:27]1[CH:32]=[CH:31][C:30]([CH:33]2[CH2:38][CH2:37][N:36]([CH2:39][C:40]([NH2:42])=[O:41])[CH2:35][CH2:34]2)=[C:29]([O:43][CH3:44])[CH:28]=1, predict the reaction product. The product is: [CH3:44][O:43][C:29]1[CH:28]=[C:27]([NH:26][C:15]2[N:14]=[CH:13][C:12]3=[CH:11][CH:10]=[C:9]([C:4]4[CH:5]=[CH:6][CH:7]=[CH:8][C:3]=4[O:2][CH3:1])[N:17]3[N:16]=2)[CH:32]=[CH:31][C:30]=1[CH:33]1[CH2:38][CH2:37][N:36]([CH2:39][C:40]([NH2:42])=[O:41])[CH2:35][CH2:34]1. (6) Given the reactants [C:1]([C:4]1[CH:5]=[C:6]([C:9]([NH:11][N:12]([CH2:28][C@@H:29]([OH:33])[C:30]([OH:32])=[O:31])[CH2:13][C:14]2[CH:19]=[CH:18][C:17]([C:20]3[CH:25]=[C:24]([Cl:26])[CH:23]=[CH:22][C:21]=3[F:27])=[CH:16][CH:15]=2)=[O:10])[NH:7][N:8]=1)(=[O:3])[CH3:2].CC(C)=O.CCN(CC)CC.Cl[CH2:46][O:47][C:48](=[O:61])[C@@H:49]([NH:53]C(OC(C)(C)C)=O)[CH:50]([CH3:52])[CH3:51].CC#N.Cl.O1CCOCC1, predict the reaction product. The product is: [C:1]([C:4]1[CH:5]=[C:6]([C:9]([NH:11][N:12]([CH2:28][C@H:29]([C:30]([OH:32])=[O:31])[OH:33])[CH2:13][C:14]2[CH:19]=[CH:18][C:17]([C:20]3[CH:25]=[C:24]([Cl:26])[CH:23]=[CH:22][C:21]=3[F:27])=[CH:16][CH:15]=2)=[O:10])[N:7]([CH2:46][O:47][C:48](=[O:61])[C@@H:49]([NH2:53])[CH:50]([CH3:52])[CH3:51])[N:8]=1)(=[O:3])[CH3:2]. (7) Given the reactants C1(P([N:15]=[N+]=[N-])(C2C=CC=CC=2)=O)C=CC=CC=1.[C:18]([O:22][C:23]([N:25]1[CH2:33][CH2:32][CH2:31][CH:27](C(O)=O)[CH2:26]1)=[O:24])([CH3:21])([CH3:20])[CH3:19].[CH2:34]([OH:41])[C:35]1[CH:40]=[CH:39][CH:38]=[CH:37][CH:36]=1.Cl.C([O:46][CH2:47]C)(=O)C, predict the reaction product. The product is: [CH2:34]([O:41][C:47]([NH:15][CH:27]1[CH2:31][CH2:32][CH2:33][N:25]([C:23]([O:22][C:18]([CH3:19])([CH3:20])[CH3:21])=[O:24])[CH2:26]1)=[O:46])[C:35]1[CH:40]=[CH:39][CH:38]=[CH:37][CH:36]=1.